This data is from Forward reaction prediction with 1.9M reactions from USPTO patents (1976-2016). The task is: Predict the product of the given reaction. (1) Given the reactants [CH3:1][C:2]1[CH:17]=[CH:16][C:5]([O:6][CH2:7][CH2:8][CH2:9][N:10]2[CH2:15][CH2:14][O:13][CH2:12][CH2:11]2)=[CH:4][C:3]=1[N+:18]([O-])=O.Cl[Sn]Cl.O.Cl, predict the reaction product. The product is: [CH3:1][C:2]1[CH:17]=[CH:16][C:5]([O:6][CH2:7][CH2:8][CH2:9][N:10]2[CH2:15][CH2:14][O:13][CH2:12][CH2:11]2)=[CH:4][C:3]=1[NH2:18]. (2) Given the reactants [P:1](=[O:5])([OH:4])([OH:3])[OH:2].[CH:6]#[C:7][C:8]1[CH:9]=[CH:10][CH:11]=[C:12]([NH:14][C:15]2[N:24]=[CH:23][N:22]=[C:21]3[C:16]=2[CH:17]=[C:18]2[O:34][CH2:33][CH2:32][O:31][CH2:30][CH2:29][O:28][CH2:27][CH2:26][O:25][C:19]2=[CH:20]3)[CH:13]=1, predict the reaction product. The product is: [CH:6]#[C:7][C:8]1[CH:9]=[CH:10][CH:11]=[C:12]([NH:14][C:15]2[N:24]=[CH:23][N:22]=[C:21]3[C:16]=2[CH:17]=[C:18]2[O:34][CH2:33][CH2:32][O:31][CH2:30][CH2:29][O:28][CH2:27][CH2:26][O:25][C:19]2=[CH:20]3)[CH:13]=1.[P:1]([O-:5])([O-:4])([O-:3])=[O:2]. (3) The product is: [Br:18][C:9]1[C:8](=[O:15])[N:7]([CH2:6][C:4]([O:3][CH2:1][CH3:2])=[O:5])[C:12]([CH3:13])=[CH:11][N:10]=1. Given the reactants [CH2:1]([O:3][C:4]([CH2:6][N:7]1[C:12]([CH3:13])=[CH:11][N:10]=[C:9](O)[C:8]1=[O:15])=[O:5])[CH3:2].P(Br)(Br)([Br:18])=O.[NH4+].[OH-], predict the reaction product. (4) Given the reactants CO[C:3]1[CH:15]=[C:14]([O:16][CH3:17])[CH:13]=[CH:12][C:4]=1[CH2:5][NH:6][C:7]1[S:11]N=[CH:9][N:8]=1.S1C(N)=N[CH:20]=N1.S1C=CN=C1N, predict the reaction product. The product is: [CH3:17][O:16][C:14]1[CH:13]=[CH:12][C:4]([CH2:5][NH:6][C:7]2[S:11][CH:20]=[CH:9][N:8]=2)=[CH:3][CH:15]=1. (5) Given the reactants [CH3:1][O:2][C:3]1[CH:8]=[CH:7][CH:6]=[CH:5][C:4]=1[C:9]1[CH:17]=[C:16]2[C:12]([CH2:13][C:14](=[O:18])[NH:15]2)=[CH:11][CH:10]=1.[O:19]=[C:20]1[C:25]2=[CH:26][NH:27][C:28]([CH:29]=O)=[C:24]2[CH2:23][CH2:22][O:21]1, predict the reaction product. The product is: [CH3:1][O:2][C:3]1[CH:8]=[CH:7][CH:6]=[CH:5][C:4]=1[C:9]1[CH:17]=[C:16]2[C:12]([C:13](=[CH:29][C:28]3[NH:27][CH:26]=[C:25]4[C:20](=[O:19])[O:21][CH2:22][CH2:23][C:24]=34)[C:14](=[O:18])[NH:15]2)=[CH:11][CH:10]=1. (6) Given the reactants [N:1]([C:4]1[CH:9]=[C:8]([Cl:10])[CH:7]=[CH:6][C:5]=1[C:11]1[N:15]([CH:16]2[CH2:21][CH2:20][CH2:19][CH2:18][O:17]2)[N:14]=[CH:13][CH:12]=1)=[N+]=[N-], predict the reaction product. The product is: [Cl:10][C:8]1[CH:7]=[CH:6][C:5]2[C:11]3[N:15]([CH:16]4[CH2:21][CH2:20][CH2:19][CH2:18][O:17]4)[N:14]=[CH:13][C:12]=3[NH:1][C:4]=2[CH:9]=1. (7) Given the reactants C[O:2][C:3]1[CH:4]=[C:5]2[C:9](=[CH:10][CH:11]=1)[CH:8]([CH2:12][C:13]([O:15][CH2:16][CH3:17])=[O:14])[CH2:7][CH2:6]2.B(Br)(Br)Br, predict the reaction product. The product is: [OH:2][C:3]1[CH:4]=[C:5]2[C:9](=[CH:10][CH:11]=1)[CH:8]([CH2:12][C:13]([O:15][CH2:16][CH3:17])=[O:14])[CH2:7][CH2:6]2.